Dataset: Full USPTO retrosynthesis dataset with 1.9M reactions from patents (1976-2016). Task: Predict the reactants needed to synthesize the given product. (1) Given the product [Cl:2][C:3]1[CH:4]=[CH:5][C:6]([NH:15][C:16]2[C:24]3[C:19](=[CH:20][N:21]=[CH:22][CH:23]=3)[O:18][C:17]=2[C:25]2[N:26]=[CH:27][CH:28]=[CH:29][N:30]=2)=[C:7]2[C:11]=1[NH:10][N:9]=[CH:8]2, predict the reactants needed to synthesize it. The reactants are: Cl.[Cl:2][C:3]1[CH:4]=[CH:5][C:6]([NH:15][C:16]2[C:24]3[C:19](=[CH:20][N:21]=[CH:22][CH:23]=3)[O:18][C:17]=2[C:25]2[N:30]=[CH:29][CH:28]=[CH:27][N:26]=2)=[C:7]2[C:11]=1[N:10](C(=O)C)[N:9]=[CH:8]2.C(=O)(O)[O-]. (2) The reactants are: [F:1][C:2]1[CH:8]=[C:7]([I:9])[CH:6]=[CH:5][C:3]=1[NH2:4].[Li+].C[Si]([N-][Si](C)(C)C)(C)C.[N+:46]([C:39]1[C:38](F)=[CH:43][C:42]([F:44])=[CH:41][C:40]=1C=CCOCC=C[C:38]1[CH:43]=[C:42]([F:44])[CH:41]=[C:40](F)[C:39]=1[N+:46]([O-:48])=[O:47])([O-:48])=[O:47].[CH2:49]1C[O:52][CH2:51][CH2:50]1. Given the product [CH2:51]([O:52][C:40]1[C:39]([N+:46]([O-:48])=[O:47])=[C:38]([NH:4][C:3]2[CH:5]=[CH:6][C:7]([I:9])=[CH:8][C:2]=2[F:1])[CH:43]=[C:42]([F:44])[CH:41]=1)[CH:50]=[CH2:49], predict the reactants needed to synthesize it. (3) Given the product [Br:23][C:20]1[CH:21]=[CH:22][C:16]2[O:15][CH2:14][C@H:13]([CH2:12][NH:27][CH2:24][CH2:25][CH3:26])[O:18][C:17]=2[CH:19]=1, predict the reactants needed to synthesize it. The reactants are: CC1C=CC(S(O[CH2:12][C@@H:13]2[O:18][C:17]3[CH:19]=[C:20]([Br:23])[CH:21]=[CH:22][C:16]=3[O:15][CH2:14]2)(=O)=O)=CC=1.[CH2:24]([NH2:27])[CH2:25][CH3:26]. (4) Given the product [CH3:13][N:11]([CH3:12])[CH:10]1[CH2:9][CH:8]([CH3:14])[O:7][CH:6]([O:15][CH2:16][CH2:17][CH2:18][CH2:19][CH2:20][CH2:21][CH2:22][CH2:23][CH2:24][C:25]#[CH:26])[CH:5]1[OH:4], predict the reactants needed to synthesize it. The reactants are: C([O:4][CH:5]1[CH:10]([N:11]([CH3:13])[CH3:12])[CH2:9][CH:8]([CH3:14])[O:7][CH:6]1[O:15][CH2:16][CH2:17][CH2:18][CH2:19][CH2:20][CH2:21][CH2:22][CH2:23][CH2:24][C:25]#[CH:26])(=O)C.C([O-])([O-])=O.[K+].[K+]. (5) Given the product [CH2:7]([O:6][C:4](=[O:5])[CH:3]([C:9]1[CH:10]=[CH:11][CH:12]=[CH:13][CH:14]=1)[C:2](=[O:1])[C:15]([C:16]1[CH:17]=[CH:18][CH:19]=[CH:20][CH:21]=1)=[CH:27][N:28]([CH3:30])[CH3:29])[CH3:8], predict the reactants needed to synthesize it. The reactants are: [O:1]=[C:2]([CH2:15][C:16]1[CH:21]=[CH:20][CH:19]=[CH:18][CH:17]=1)[CH:3]([C:9]1[CH:14]=[CH:13][CH:12]=[CH:11][CH:10]=1)[C:4]([O:6][CH2:7][CH3:8])=[O:5].C(O[CH:27](N(C)C)[N:28]([CH3:30])[CH3:29])(C)(C)C. (6) Given the product [CH3:33][C@H:28]([O:27][C:25]1[CH:24]=[CH:23][CH:22]=[C:21]2[C:26]=1[C:17]([NH:16][C:12]1[CH:11]=[C:10]3[C:15](=[CH:14][CH:13]=1)[N:7]([CH2:6][C:4]1[N:3]=[CH:2][S:1][CH:5]=1)[N:8]=[CH:9]3)=[N:18][CH:19]=[N:20]2)[C:29](=[O:31])[N:34]1[CH2:38][CH2:37][CH2:36][CH2:35]1, predict the reactants needed to synthesize it. The reactants are: [S:1]1[CH:5]=[C:4]([CH2:6][N:7]2[C:15]3[C:10](=[CH:11][C:12]([NH:16][C:17]4[C:26]5[C:21](=[CH:22][CH:23]=[CH:24][C:25]=5[O:27][C@@H:28]([CH3:33])[C:29]([O:31]C)=O)[N:20]=[CH:19][N:18]=4)=[CH:13][CH:14]=3)[CH:9]=[N:8]2)[N:3]=[CH:2]1.[NH:34]1[CH2:38][CH2:37][CH2:36][CH2:35]1.